This data is from Experimentally validated miRNA-target interactions with 360,000+ pairs, plus equal number of negative samples. The task is: Binary Classification. Given a miRNA mature sequence and a target amino acid sequence, predict their likelihood of interaction. (1) The miRNA is mmu-miR-149-5p with sequence UCUGGCUCCGUGUCUUCACUCCC. The protein sequence of the target gene is MLGKGGKRKFDEHEDGLEGKIVSPSDGPSRVSYTLQRQTIFNISLMKLYNHRPLTEPSLQKTVLINNMLRRIQEELKQEGSLRPAFTPSSQPSNSLSDSYQEAPPPAPHPCDLGSTTPLEACLTPASLLEDDNDDTFCTLQAVHPAAPTRLSSAALPAEKDSFSSALDEIEELCPTSTSTEAAHTAAPEGPKGTSSESSVQKPEGPEEGRTDDSRFMDSLPGNFEITTSTGFLTDLTLDDILFADIDTSMYDFDPCTSASGTASKMAPVSADDLLKTLAPYSNQPVAPSQPFKMDLTELD.... Result: 1 (interaction). (2) The miRNA is hsa-miR-105-5p with sequence UCAAAUGCUCAGACUCCUGUGGU. Result: 0 (no interaction). The protein sequence of the target gene is MNSVSPAAAQYRSSSPEDARRRPEARRPRGPRGPDPNGLGPSGASGPALGSPGAGPSEPDEVDKFKAKFLTAWNNVKYGWVVKSRTSFSKISSIHLCGRRYRFEGEGDIQRFQRDFVSRLWLTYRRDFPPLPGGCLTSDCGWGCMLRSGQMMLAQGLLLHFLPRDWTWAEGMGLGPPELSGSASPSRYHGPARWMPPRWAQGAPELEQERRHRQIVSWFADHPRAPFGLHRLVELGQSSGKKAGDWYGPSLVAHILRKAVESCSDVTRLVVYVSQDCTVYKADVARLVARPDPTAEWKSV.... (3) The miRNA is rno-miR-101a-3p with sequence UACAGUACUGUGAUAACUGAA. The protein sequence of the target gene is MAVARHGYRPWGSILGLLGLALAAAAAWDVASLRCTFGSFCECDFWPDLPGLECDLAQHLAGQHLAKALVVKSLKAFVQDPAPSKPLVLSLHGWTGTGKSYVSSLLAQHLFRDGLRSPHVHHFSPIIHFPHPSRTEQYKKELKSWVQGNLTACGRSLFLFDEMDKLPPGLMEVLQPFLGPSWVVYGTNYRKAIFIFISNAGGEQINQVALEAWRSHRDREEISLQEVEPVISRAVMDNPQHGFWRSGIMEEHLLDAVVPFLPLQRHHVRHCVLNELAQLGLEPSEEVVQAVLDSTTYFPE.... Result: 0 (no interaction). (4) The miRNA is hsa-miR-5189-3p with sequence UGCCAACCGUCAGAGCCCAGA. The protein sequence of the target gene is MNILPKKSWHVRNKDNVARVRRDEAQAREEEKERERRVLLAQQEARTEFLRKKARHQNSLPELEAAEAGAPGSGPVDLFRELLEEGKGVIRGNKEYEEEKRQEKERQEKALGILTYLGQSAAEAQTQPPWYQLPPGRGGPPPGPAPDEKIKSRLDPLREMQKHLGKKRQHGGDEGSRSRKEKEGSEKQRPKEPPSLDQLRAERLRREAAERSRAEALLARVQGRALQEGQPEEDETDDRRRRYNSQFNPQLARRPRQQDPHLTH. Result: 0 (no interaction). (5) The miRNA is hsa-miR-4726-5p with sequence AGGGCCAGAGGAGCCUGGAGUGG. The protein sequence of the target gene is MVTHSKFPAAGMSRPLDTSLRLKTFSSKSEYQLVVNAVRKLQESGFYWSAVTGGEANLLLSAEPAGTFLIRDSSDQRHFFTLSVKTQSGTKNLRIQCEGGSFSLQSDPRSTQPVPRFDCVLKLVHHYMPPPGTPSFSLPPTEPSSEVPEQPPAQALPGSTPKRAYYIYSGGEKIPLVLSRPLSSNVATLQHLCRKTVNGHLDSYEKVTQLPGPIREFLDQYDAPL. Result: 0 (no interaction).